Task: Predict the reaction yield, written as a fraction of the theoretical maximum amount of product (1.0 means a 100% yield; for example, 0.34 means a 34% yield).. Dataset: Reaction yield outcomes from USPTO patents with 853,638 reactions (1) The reactants are Br[C:2]1[CH:3]=[C:4]([C:8]2[NH:12][N:11]=[N:10][N:9]=2)[CH:5]=[CH:6][CH:7]=1.[CH3:13][O:14][C:15]1[CH:20]=[CH:19][CH:18]=[CH:17][C:16]=1B(O)O.C(=O)([O-])[O-].[Na+].[Na+]. The catalyst is O1CCOCC1. The product is [CH3:13][O:14][C:15]1[CH:20]=[CH:19][CH:18]=[CH:17][C:16]=1[C:2]1[CH:7]=[CH:6][CH:5]=[C:4]([C:8]2[NH:12][N:11]=[N:10][N:9]=2)[CH:3]=1. The yield is 0.682. (2) The reactants are C[Si](C)(C)[N:3]1[CH:7]=[C:6](I)[CH:5]=[N:4]1.C([Mg]Cl)(C)C.C(O[B:20]1[O:24][C:23]([CH3:26])([CH3:25])[C:22]([CH3:28])([CH3:27])[O:21]1)(C)C.[Cl-].[NH4+]. The catalyst is [Cl-].[Na+].O.C1(C)C=CC=CC=1.C1COCC1. The product is [CH3:27][C:22]1([CH3:28])[C:23]([CH3:26])([CH3:25])[O:24][B:20]([C:6]2[CH:5]=[N:4][NH:3][CH:7]=2)[O:21]1. The yield is 0.548. (3) The reactants are Br[C:2]1[CH:3]=[C:4]([NH:10][C:11]2[CH:16]=[CH:15][N:14]=[C:13]([C:17]([OH:20])([CH3:19])[CH3:18])[N:12]=2)[C:5](=[O:9])[N:6]([CH3:8])[CH:7]=1.[C:21]([O:24][CH2:25][C:26]1[C:27]([N:35]2[CH2:46][CH2:45][N:44]3[C:37](=[CH:38][C:39]4[CH2:40][C:41]([CH3:48])([CH3:47])[CH2:42][C:43]=43)[C:36]2=[O:49])=[N:28][CH:29]=[CH:30][C:31]=1B(O)O)(=[O:23])[CH3:22].[O-]P([O-])([O-])=O.[K+].[K+].[K+].O. The catalyst is C1C=CC(P(C2C=CC=CC=2)[C-]2C=CC=C2)=CC=1.C1C=CC(P(C2C=CC=CC=2)[C-]2C=CC=C2)=CC=1.Cl[Pd]Cl.[Fe+2].O1CCCC1. The product is [C:21]([O:24][CH2:25][C:26]1[C:27]([N:35]2[CH2:46][CH2:45][N:44]3[C:37](=[CH:38][C:39]4[CH2:40][C:41]([CH3:48])([CH3:47])[CH2:42][C:43]=43)[C:36]2=[O:49])=[N:28][CH:29]=[CH:30][C:31]=1[C:2]1[CH:3]=[C:4]([NH:10][C:11]2[CH:16]=[CH:15][N:14]=[C:13]([C:17]([OH:20])([CH3:19])[CH3:18])[N:12]=2)[C:5](=[O:9])[N:6]([CH3:8])[CH:7]=1)(=[O:23])[CH3:22]. The yield is 0.540. (4) The reactants are O=[C:2]1[C:7]([C:8]([O:10][CH3:11])=[O:9])=[CH:6][CH:5]=[CH:4][O:3]1.[F:12][C:13]1[CH:20]=[CH:19][C:16]([CH2:17][NH2:18])=[CH:15][CH:14]=1.CCN=C=NCCCN(C)C. The catalyst is CN(C=O)C.CN(C1C=CN=CC=1)C. The product is [F:12][C:13]1[CH:20]=[CH:19][C:16]([CH2:17][N:18]2[CH:4]=[CH:5][CH:6]=[C:7]([C:8]([O:10][CH3:11])=[O:9])[C:2]2=[O:3])=[CH:15][CH:14]=1. The yield is 0.730. (5) The reactants are [C:1]([O:5][C:6]([N:8]1[C:12](=[O:13])[CH2:11][CH2:10][C@H:9]1[C:14]([O:16][C:17]([CH3:20])([CH3:19])[CH3:18])=[O:15])=[O:7])([CH3:4])([CH3:3])[CH3:2].[CH3:21][Si](C)(C)[N-][Si](C)(C)C.[Li+].CI. The catalyst is C1COCC1. The product is [C:1]([O:5][C:6]([N:8]1[C:12](=[O:13])[CH:11]([CH3:21])[CH2:10][C@H:9]1[C:14]([O:16][C:17]([CH3:20])([CH3:19])[CH3:18])=[O:15])=[O:7])([CH3:4])([CH3:3])[CH3:2]. The yield is 0.880. (6) The reactants are [F:1][C:2]1[C:7]([F:8])=[CH:6][C:5]([N+:9]([O-])=O)=[CH:4][C:3]=1[C@:12]1([CH2:20][F:21])[C@H:18]2[C@H:16]([CH2:17]2)[S:15][C:14]([NH2:19])=[N:13]1. The catalyst is CC(O)=O.FC(F)(F)C(O)=O.[Zn]. The product is [NH2:9][C:5]1[CH:6]=[C:7]([F:8])[C:2]([F:1])=[C:3]([C@:12]2([CH2:20][F:21])[C@H:18]3[C@H:16]([CH2:17]3)[S:15][C:14]([NH2:19])=[N:13]2)[CH:4]=1. The yield is 0.850. (7) The reactants are [Br:1][C:2]1[CH:11]=[C:10]2[C:5]([C:6](=O)[CH:7]([NH:12][C:13]([C@@H:15]3[CH2:19][CH2:18][CH2:17][N:16]3[C:20]([O:22][C:23]([CH3:26])([CH3:25])[CH3:24])=[O:21])=O)[CH2:8][O:9]2)=[CH:4][CH:3]=1.C([O-])(=O)C.[NH4+:32]. No catalyst specified. The product is [Br:1][C:2]1[CH:3]=[CH:4][C:5]2[C:6]3[N:32]=[C:13]([C@@H:15]4[CH2:19][CH2:18][CH2:17][N:16]4[C:20]([O:22][C:23]([CH3:26])([CH3:25])[CH3:24])=[O:21])[NH:12][C:7]=3[CH2:8][O:9][C:10]=2[CH:11]=1. The yield is 0.570. (8) The reactants are [OH:1][C:2]1[C:10]([CH3:11])=[CH:9][CH:8]=[C:7]2[C:3]=1[CH2:4][CH2:5][C:6]2=[O:12].[C:13](=O)([O-])[O-].[K+].[K+].S(OC)(OC)(=O)=O.O. The catalyst is CN(C)C=O. The product is [CH3:13][O:1][C:2]1[C:10]([CH3:11])=[CH:9][CH:8]=[C:7]2[C:3]=1[CH2:4][CH2:5][C:6]2=[O:12]. The yield is 0.825. (9) The reactants are [C:1]([C:5]1[CH:9]=[C:8]([NH:10][C:11]([NH:13][C@@H:14]2[C:23]3[C:18](=[CH:19][CH:20]=[CH:21][CH:22]=3)[C@H:17]([O:24][C:25]3[CH:26]=[CH:27][C:28]4[N:29]([C:31]([N:34]5[CH2:39][CH2:38][CH2:37][CH2:36][C@@H:35]5[CH3:40])=[N:32][N:33]=4)[CH:30]=3)[CH2:16][CH2:15]2)=[O:12])[N:7]([C:41]2[CH:42]=[C:43]([CH:52]=[CH:53][CH:54]=2)[O:44][CH2:45][CH2:46][O:47]S(C)(=O)=O)[N:6]=1)([CH3:4])([CH3:3])[CH3:2].[CH:55]12[NH:62][CH:59]([CH2:60][CH2:61]1)[CH2:58][O:57][CH2:56]2. The catalyst is C1COCC1. The product is [CH:46]([OH:47])=[O:57].[C:1]([C:5]1[CH:9]=[C:8]([NH:10][C:11]([NH:13][C@@H:14]2[C:23]3[C:18](=[CH:19][CH:20]=[CH:21][CH:22]=3)[C@H:17]([O:24][C:25]3[CH:26]=[CH:27][C:28]4[N:29]([C:31]([N:34]5[CH2:39][CH2:38][CH2:37][CH2:36][C@@H:35]5[CH3:40])=[N:32][N:33]=4)[CH:30]=3)[CH2:16][CH2:15]2)=[O:12])[N:7]([C:41]2[CH:54]=[CH:53][CH:52]=[C:43]([O:44][CH2:45][CH2:46][N:62]3[CH:55]4[CH2:61][CH2:60][CH:59]3[CH2:58][O:57][CH2:56]4)[CH:42]=2)[N:6]=1)([CH3:2])([CH3:3])[CH3:4]. The yield is 0.460. (10) The reactants are [CH3:1][O:2][C@H:3]1[CH2:20][C@@:19]2([CH3:21])[C@@H:6]([CH2:7][CH2:8][C@@H:9]3[C@@H:18]2[CH2:17][CH2:16][C@@:14]2([CH3:15])[C@H:10]3[CH2:11][CH2:12][C:13]2=[CH2:22])[CH2:5][C@@H:4]1[OH:23].CCN(C(C)C)C(C)C.[CH3:33][O:34][CH2:35]Cl.C([O-])(O)=O.[Na+]. The catalyst is C(Cl)Cl. The product is [CH3:1][O:2][C@H:3]1[CH2:20][C@@:19]2([CH3:21])[C@@H:6]([CH2:7][CH2:8][C@@H:9]3[C@@H:18]2[CH2:17][CH2:16][C@@:14]2([CH3:15])[C@H:10]3[CH2:11][CH2:12][C:13]2=[CH2:22])[CH2:5][C@@H:4]1[O:23][CH2:33][O:34][CH3:35]. The yield is 0.920.